From a dataset of Full USPTO retrosynthesis dataset with 1.9M reactions from patents (1976-2016). Predict the reactants needed to synthesize the given product. Given the product [CH3:14][O:10][CH2:9][C@@H:6]1[CH2:5][O:4][C@@H:3]([CH:1]=[CH2:2])[CH2:8][O:7]1, predict the reactants needed to synthesize it. The reactants are: [CH:1]([C@H:3]1[CH2:8][O:7][C@H:6]([CH2:9][OH:10])[CH2:5][O:4]1)=[CH2:2].[H-].[Na+].I[CH3:14].